The task is: Predict the reactants needed to synthesize the given product.. This data is from Full USPTO retrosynthesis dataset with 1.9M reactions from patents (1976-2016). (1) Given the product [N:1]1[C:10]2[C:5](=[CH:6][CH:7]=[CH:8][CH:9]=2)[C:4]([N:11]2[CH2:17][C:16]3[CH:18]=[C:19]([C:22]4[CH:27]=[CH:26][C:25]5[NH:28][C:30](=[S:31])[NH:29][C:24]=5[CH:23]=4)[CH:20]=[CH:21][C:15]=3[O:14][CH2:13][CH2:12]2)=[CH:3][CH:2]=1, predict the reactants needed to synthesize it. The reactants are: [N:1]1[C:10]2[C:5](=[CH:6][CH:7]=[CH:8][CH:9]=2)[C:4]([N:11]2[CH2:17][C:16]3[CH:18]=[C:19]([C:22]4[CH:23]=[C:24]([NH2:29])[C:25]([NH2:28])=[CH:26][CH:27]=4)[CH:20]=[CH:21][C:15]=3[O:14][CH2:13][CH2:12]2)=[CH:3][CH:2]=1.[C:30](N1C=CN=C1)(N1C=CN=C1)=[S:31]. (2) The reactants are: [Cl:1][C:2]1[CH:7]=[CH:6][C:5]([S:8]([N:11]([C:15]2[C:16]([C:22]([C:24]3[CH:25]([CH3:32])[N:26]([OH:31])[CH:27]=[CH:28][C:29]=3[CH3:30])=[O:23])=[N:17][CH:18]=[C:19]([Cl:21])[CH:20]=2)COC)(=[O:10])=[O:9])=[CH:4][C:3]=1[C:33]([F:36])([F:35])[F:34]. Given the product [Cl:1][C:2]1[CH:7]=[CH:6][C:5]([S:8]([NH:11][C:15]2[C:16]([C:22]([C:24]3[CH:25]([CH3:32])[N:26]([OH:31])[CH:27]=[CH:28][C:29]=3[CH3:30])=[O:23])=[N:17][CH:18]=[C:19]([Cl:21])[CH:20]=2)(=[O:9])=[O:10])=[CH:4][C:3]=1[C:33]([F:36])([F:34])[F:35], predict the reactants needed to synthesize it.